Dataset: Peptide-MHC class I binding affinity with 185,985 pairs from IEDB/IMGT. Task: Regression. Given a peptide amino acid sequence and an MHC pseudo amino acid sequence, predict their binding affinity value. This is MHC class I binding data. (1) The peptide sequence is KIILFQNNDI. The MHC is HLA-A02:02 with pseudo-sequence HLA-A02:02. The binding affinity (normalized) is 0.317. (2) The peptide sequence is KCPDRQAGFL. The MHC is Mamu-A01 with pseudo-sequence Mamu-A01. The binding affinity (normalized) is 0. (3) The peptide sequence is RYPLTFGW. The MHC is HLA-A02:01 with pseudo-sequence HLA-A02:01. The binding affinity (normalized) is 0. (4) The peptide sequence is NTEHKAYLD. The MHC is HLA-A01:01 with pseudo-sequence HLA-A01:01. The binding affinity (normalized) is 0.110.